From a dataset of Full USPTO retrosynthesis dataset with 1.9M reactions from patents (1976-2016). Predict the reactants needed to synthesize the given product. Given the product [CH3:32][C@H:6]1[CH2:5][NH:4][C@H:9]([CH3:10])[CH2:8][N:7]1[C@@H:11]([C:25]1[CH:30]=[CH:29][CH:28]=[C:27]([OH:31])[CH:26]=1)[C:12]1[CH:24]=[CH:23][C:15]([C:16]([N:18]([CH2:21][CH3:22])[CH2:19][CH3:20])=[O:17])=[CH:14][CH:13]=1, predict the reactants needed to synthesize it. The reactants are: C([N:4]1[C@H:9]([CH3:10])[CH2:8][N:7]([C@@H:11]([C:25]2[CH:30]=[CH:29][CH:28]=[C:27]([OH:31])[CH:26]=2)[C:12]2[CH:24]=[CH:23][C:15]([C:16]([N:18]([CH2:21][CH3:22])[CH2:19][CH3:20])=[O:17])=[CH:14][CH:13]=2)[C@@H:6]([CH3:32])[CH2:5]1)C=C.C(O)(=O)C1C(=CC=CC=1)S.